From a dataset of Full USPTO retrosynthesis dataset with 1.9M reactions from patents (1976-2016). Predict the reactants needed to synthesize the given product. (1) Given the product [NH2:13][C:12]1[C:14]([CH3:27])=[CH:15][C:16]([C:2]2[CH:7]=[N:6][N:5]([CH3:8])[C:4](=[O:9])[CH:3]=2)=[CH:17][C:11]=1[CH3:10], predict the reactants needed to synthesize it. The reactants are: Cl[C:2]1[CH:7]=[N:6][N:5]([CH3:8])[C:4](=[O:9])[CH:3]=1.[CH3:10][C:11]1[CH:17]=[C:16](B2OC(C)(C)C(C)(C)O2)[CH:15]=[C:14]([CH3:27])[C:12]=1[NH2:13]. (2) Given the product [CH2:1]([O:8][C:9]([NH:11][C@H:12]([CH3:13])[C:14](=[O:16])[S:19][CH2:18][CH3:17])=[O:10])[C:2]1[CH:3]=[CH:4][CH:5]=[CH:6][CH:7]=1, predict the reactants needed to synthesize it. The reactants are: [CH2:1]([O:8][C:9]([NH:11][C@H:12]([C:14]([OH:16])=O)[CH3:13])=[O:10])[C:2]1[CH:7]=[CH:6][CH:5]=[CH:4][CH:3]=1.[CH3:17][CH2:18][SH:19].C1CCC(N=C=NC2CCCCC2)CC1. (3) Given the product [OH:8][CH:9]1[CH2:10][CH2:11][C:12]2([CH2:15][CH2:16][CH:17]([CH2:20][C:21]([O:23][CH3:24])=[O:22])[CH2:18][CH2:19]2)[CH2:13][CH2:14]1, predict the reactants needed to synthesize it. The reactants are: C([O:8][CH:9]1[CH2:14][CH2:13][C:12]2([CH:19]=[CH:18]/[C:17](=[CH:20]/[C:21]([O-:23])=[O:22])/[CH2:16][CH2:15]2)[CH2:11][CH2:10]1)C1C=CC=CC=1.[CH3:24]COC(C)=O. (4) Given the product [Cl:11][C:12]1[CH:17]=[CH:16][C:15]([C:2]2[CH:10]=[CH:9][CH:8]=[C:4]([C:5]([OH:7])=[O:6])[CH:3]=2)=[C:14]([CH3:21])[CH:13]=1, predict the reactants needed to synthesize it. The reactants are: I[C:2]1[CH:3]=[C:4]([CH:8]=[CH:9][CH:10]=1)[C:5]([OH:7])=[O:6].[Cl:11][C:12]1[CH:17]=[CH:16][C:15](B(O)O)=[C:14]([CH3:21])[CH:13]=1.C(=O)([O-])[O-].[Na+].[Na+]. (5) Given the product [C:3]([C:5]1[CH:10]=[CH:9][C:8]([N:11]2[C@H:16]([CH3:17])[CH2:15][N:14]([C:18]([N:20]([CH3:33])[C:21]3[CH:26]=[CH:25][C:24]([F:27])=[CH:23][CH:22]=3)=[O:19])[C@@H:13]([CH3:28])[CH2:12]2)=[CH:7][C:6]=1[C:29]([F:31])([F:32])[F:30])#[N:4], predict the reactants needed to synthesize it. The reactants are: [H-].[Na+].[C:3]([C:5]1[CH:10]=[CH:9][C:8]([N:11]2[C@H:16]([CH3:17])[CH2:15][N:14]([C:18]([NH:20][C:21]3[CH:26]=[CH:25][C:24]([F:27])=[CH:23][CH:22]=3)=[O:19])[C@@H:13]([CH3:28])[CH2:12]2)=[CH:7][C:6]=1[C:29]([F:32])([F:31])[F:30])#[N:4].[CH3:33]I.O. (6) The reactants are: [CH3:1][O:2][C:3]([C:5]1[CH:13]=[C:12]2[C:8]([C:9]([CH:15]3[CH2:20][CH2:19][CH2:18][CH2:17][CH2:16]3)=[C:10](Br)[NH:11]2)=[CH:7][CH:6]=1)=[O:4].N1C2C(=CC=C(C(OC)=O)C=2)C=C1.[CH3:34][O:35][C:36]1[CH:41]=[CH:40][C:39](B(O)O)=[C:38]([CH2:45][O:46][Si:47]([CH:54]([CH3:56])[CH3:55])([CH:51]([CH3:53])[CH3:52])[CH:48]([CH3:50])[CH3:49])[CH:37]=1.C([O-])([O-])=O.[Na+].[Na+]. Given the product [CH:15]1([C:9]2[C:8]3[C:12](=[CH:13][C:5]([C:3]([O:2][CH3:1])=[O:4])=[CH:6][CH:7]=3)[NH:11][C:10]=2[C:39]2[CH:40]=[CH:41][C:36]([O:35][CH3:34])=[CH:37][C:38]=2[CH2:45][O:46][Si:47]([CH:48]([CH3:50])[CH3:49])([CH:54]([CH3:56])[CH3:55])[CH:51]([CH3:53])[CH3:52])[CH2:20][CH2:19][CH2:18][CH2:17][CH2:16]1, predict the reactants needed to synthesize it. (7) Given the product [CH2:18]([NH:20][C:21](=[O:35])[C:22]1[CH:27]=[CH:26][C:25]([N:28]2[CH2:33][CH2:32][N:31]([CH2:2][C:3]3[CH:12]=[N:11][C:10]4[N:9]5[CH2:13][CH2:14][CH2:15][C@H:8]5[C:7](=[O:16])[NH:6][C:5]=4[CH:4]=3)[CH2:30][CH2:29]2)=[C:24]([F:34])[CH:23]=1)[CH3:19], predict the reactants needed to synthesize it. The reactants are: O[CH2:2][C:3]1[CH:12]=[N:11][C:10]2[N:9]3[CH2:13][CH2:14][CH2:15][C@H:8]3[C:7](=[O:16])[NH:6][C:5]=2[CH:4]=1.Cl.[CH2:18]([NH:20][C:21](=[O:35])[C:22]1[CH:27]=[CH:26][C:25]([N:28]2[CH2:33][CH2:32][NH:31][CH2:30][CH2:29]2)=[C:24]([F:34])[CH:23]=1)[CH3:19].[I-].C(C[P+](C)(C)C)#N.C(N(CC)C(C)C)(C)C.